From a dataset of Reaction yield outcomes from USPTO patents with 853,638 reactions. Predict the reaction yield, written as a fraction of the theoretical maximum amount of product (1.0 means a 100% yield; for example, 0.34 means a 34% yield). (1) The reactants are C([O:4][CH2:5][C:6]([CH3:49])([CH3:48])[CH2:7][N:8]1[C:14]2[CH:15]=[CH:16][C:17]([Cl:19])=[CH:18][C:13]=2[C@H:12]([C:20]2[CH:25]=[CH:24][CH:23]=[C:22]([O:26][CH3:27])[C:21]=2[O:28][CH3:29])[O:11][C@@H:10]([CH2:30][C:31]([NH:33][C:34]2[CH:35]=[C:36]([CH2:40][CH2:41]C(OCC)=O)[CH:37]=[CH:38][CH:39]=2)=[O:32])[C:9]1=[O:47])(=O)C.[OH-:50].[Na+].[CH2:52]([OH:54])C. The catalyst is O. The product is [Cl:19][C:17]1[CH:16]=[CH:15][C:14]2[N:8]([CH2:7][C:6]([CH3:48])([CH3:49])[CH2:5][OH:4])[C:9](=[O:47])[C@H:10]([CH2:30][C:31]([NH:33][C:34]3[CH:35]=[CH:36][CH:40]=[CH:41][C:39]=3[CH2:38][CH2:37][C:52]([OH:54])=[O:50])=[O:32])[O:11][C@@H:12]([C:20]3[CH:25]=[CH:24][CH:23]=[C:22]([O:26][CH3:27])[C:21]=3[O:28][CH3:29])[C:13]=2[CH:18]=1. The yield is 0.740. (2) The reactants are Cl.[F:2][C:3]1[CH:8]=[CH:7][C:6]([NH:9][NH2:10])=[CH:5][CH:4]=1.Cl.CN(C)[CH:14]=[CH:15][C:16]([C:18]1[CH:28]=[CH:27][C:21]2[O:22][CH2:23][C:24](=[O:26])[NH:25][C:20]=2[CH:19]=1)=O. The catalyst is CO. The product is [F:2][C:3]1[CH:8]=[CH:7][C:6]([N:9]2[C:16]([C:18]3[CH:28]=[CH:27][C:21]4[O:22][CH2:23][C:24](=[O:26])[NH:25][C:20]=4[CH:19]=3)=[CH:15][CH:14]=[N:10]2)=[CH:5][CH:4]=1. The yield is 0.440. (3) The reactants are [Cl:1][C:2]1[C:10]2[N:9]([CH2:11][C:12](OCC)=[O:13])[C:8]3[CH2:17][CH2:18][N:19]([C:22]([O:24][C:25]([CH3:28])([CH3:27])[CH3:26])=[O:23])[CH2:20][CH2:21][C:7]=3[C:6]=2[CH:5]=[CH:4][C:3]=1[Cl:29].[Li+].[BH4-].[OH-].[Na+].CCOC(C)=O. The catalyst is C1COCC1.O. The product is [Cl:1][C:2]1[C:10]2[N:9]([CH2:11][CH2:12][OH:13])[C:8]3[CH2:17][CH2:18][N:19]([C:22]([O:24][C:25]([CH3:27])([CH3:26])[CH3:28])=[O:23])[CH2:20][CH2:21][C:7]=3[C:6]=2[CH:5]=[CH:4][C:3]=1[Cl:29]. The yield is 0.640. (4) The reactants are [CH:1]1[C:14]2[C:5](=[CH:6][C:7]3[C:12]([C:13]=2[CH2:15][O:16][C:17](=[O:25])[NH:18][CH2:19][CH2:20][O:21][CH2:22][CH2:23][OH:24])=[CH:11][CH:10]=[CH:9][CH:8]=3)[CH:4]=[CH:3][CH:2]=1.[H-].[Na+].C1COCC1.[Cl:33][CH2:34][CH2:35][CH2:36][CH2:37][CH2:38][CH2:39]I. The catalyst is CCCCCCC.C(OCC)(=O)C. The product is [CH:11]1[C:12]2[C:7](=[CH:6][C:5]3[C:14]([C:13]=2[CH2:15][O:16][C:17](=[O:25])[NH:18][CH2:19][CH2:20][O:21][CH2:22][CH2:23][O:24][CH2:39][CH2:38][CH2:37][CH2:36][CH2:35][CH2:34][Cl:33])=[CH:1][CH:2]=[CH:3][CH:4]=3)[CH:8]=[CH:9][CH:10]=1. The yield is 0.410.